Dataset: Catalyst prediction with 721,799 reactions and 888 catalyst types from USPTO. Task: Predict which catalyst facilitates the given reaction. Reactant: CS[C:3](=[C:6]([C:9]#[N:10])[C:7]#[N:8])SC.[N:11]1([CH:17]2[CH2:22][CH2:21][NH:20][CH2:19][CH2:18]2)[CH2:16][CH2:15][CH2:14][CH2:13][CH2:12]1.[NH2:23][CH2:24][CH2:25][N:26]1[CH2:31][CH2:30][CH2:29][CH2:28][CH2:27]1. Product: [N:26]1([CH2:25][CH2:24][NH:23][C:3](=[C:6]([C:9]#[N:10])[C:7]#[N:8])[N:20]2[CH2:21][CH2:22][CH:17]([N:11]3[CH2:16][CH2:15][CH2:14][CH2:13][CH2:12]3)[CH2:18][CH2:19]2)[CH2:31][CH2:30][CH2:29][CH2:28][CH2:27]1. The catalyst class is: 823.